From a dataset of Forward reaction prediction with 1.9M reactions from USPTO patents (1976-2016). Predict the product of the given reaction. (1) Given the reactants [NH2:1][C:2]1[CH:11]=[CH:10][C:5]([C:6]([O:8][CH3:9])=[O:7])=[CH:4][N:3]=1.C1C(=O)N([I:19])C(=O)C1.[NH4+].[OH-], predict the reaction product. The product is: [NH2:1][C:2]1[C:11]([I:19])=[CH:10][C:5]([C:6]([O:8][CH3:9])=[O:7])=[CH:4][N:3]=1. (2) Given the reactants Cl[C:2]1[C:3]2[N:4]([CH:10]=[C:11]([N+:13]([O-:15])=[O:14])[CH:12]=2)[N:5]=[CH:6][C:7]=1[C:8]#[N:9].Cl.[CH3:17][C@@H:18]1[CH2:23][CH2:22][CH2:21][CH2:20][C@@H:19]1[NH2:24], predict the reaction product. The product is: [CH3:17][C@@H:18]1[CH2:23][CH2:22][CH2:21][CH2:20][C@@H:19]1[NH:24][C:2]1[C:3]2[N:4]([CH:10]=[C:11]([N+:13]([O-:15])=[O:14])[CH:12]=2)[N:5]=[CH:6][C:7]=1[C:8]#[N:9]. (3) Given the reactants C([O:3][C:4](=[O:29])[CH2:5][CH2:6][N:7]1[C:15]2[C:10](=[CH:11][C:12]([C:16]([N:18]3[CH2:24][C:23]4([CH3:26])[CH2:25][CH:19]3[CH2:20][C:21]([CH3:28])([CH3:27])[CH2:22]4)=[O:17])=[CH:13][CH:14]=2)[CH:9]=[CH:8]1)C.[OH-].[Na+].Cl, predict the reaction product. The product is: [CH3:26][C:23]12[CH2:25][CH:19]([N:18]([C:16]([C:12]3[CH:11]=[C:10]4[C:15](=[CH:14][CH:13]=3)[N:7]([CH2:6][CH2:5][C:4]([OH:29])=[O:3])[CH:8]=[CH:9]4)=[O:17])[CH2:24]1)[CH2:20][C:21]([CH3:28])([CH3:27])[CH2:22]2. (4) The product is: [Cl:12][C:13]1[CH:22]=[CH:21][CH:20]=[C:19]([F:23])[C:14]=1[CH:15]([N:16]([CH3:18])[CH3:17])[C:10]1[C:9]2[C:4](=[CH:5][CH:6]=[CH:7][CH:8]=2)[NH:3][C:2]=1[CH3:1]. Given the reactants [CH3:1][C:2]1[NH:3][C:4]2[C:9]([CH:10]=1)=[CH:8][CH:7]=[CH:6][CH:5]=2.[Cl-].[Cl:12][C:13]1[CH:22]=[CH:21][CH:20]=[C:19]([F:23])[C:14]=1[CH:15]=[N+:16]([CH3:18])[CH3:17].ClC1C=CC=C(F)C=1C=O.CNC, predict the reaction product. (5) The product is: [Cl:11][C:12]1[CH:17]=[C:16]([Cl:18])[CH:15]=[CH:14][C:13]=1[C:19]1[NH:10][C:8](=[O:9])[C:7]([C:5]#[N:6])=[CH:21][C:20]=1[C:25]1[CH:26]=[CH:27][C:28]([F:31])=[CH:29][CH:30]=1. Given the reactants [H-].[Na+].CO.[C:5]([CH2:7][C:8]([NH2:10])=[O:9])#[N:6].[Cl:11][C:12]1[CH:17]=[C:16]([Cl:18])[CH:15]=[CH:14][C:13]=1[C:19](=O)[C:20]([C:25]1[CH:30]=[CH:29][C:28]([F:31])=[CH:27][CH:26]=1)=[CH:21]N(C)C, predict the reaction product. (6) Given the reactants [CH3:1][CH:2]1[CH2:14][CH:13]([CH3:15])[CH2:12][C:4]2([CH:6]([C:7]([O:9]CC)=[O:8])[CH2:5]2)[CH2:3]1.C1(C(OCC)=O)C2(CCCCC2)C1, predict the reaction product. The product is: [CH3:1][CH:2]1[CH2:14][CH:13]([CH3:15])[CH2:12][C:4]2([CH:6]([C:7]([OH:9])=[O:8])[CH2:5]2)[CH2:3]1.